From a dataset of Catalyst prediction with 721,799 reactions and 888 catalyst types from USPTO. Predict which catalyst facilitates the given reaction. (1) Reactant: C[O:2][C:3](=[O:31])[CH2:4][O:5][C:6]1[CH:11]=[CH:10][C:9]([S:12][CH2:13][CH:14]=[C:15]([C:23]2[CH:28]=[CH:27][C:26]([Cl:29])=[CH:25][CH:24]=2)[C:16]2[CH:21]=[CH:20][C:19]([Cl:22])=[CH:18][CH:17]=2)=[CH:8][C:7]=1[CH3:30].[OH-].[Na+].Cl. Product: [Cl:29][C:26]1[CH:25]=[CH:24][C:23]([C:15]([C:16]2[CH:21]=[CH:20][C:19]([Cl:22])=[CH:18][CH:17]=2)=[CH:14][CH2:13][S:12][C:9]2[CH:10]=[CH:11][C:6]([O:5][CH2:4][C:3]([OH:31])=[O:2])=[C:7]([CH3:30])[CH:8]=2)=[CH:28][CH:27]=1. The catalyst class is: 8. (2) Reactant: [I:1][C:2]1[C:3](O)=[C:4]([O:10][CH3:11])[CH:5]=[C:6]([CH:9]=1)[CH:7]=[O:8].[C:13]([O-:16])([O-])=O.[K+].[K+].BrC[CH2:21][O:22][Si:23]([C:26]([CH3:29])([CH3:28])[CH3:27])([CH3:25])[CH3:24]. Product: [C:26]([Si:23]([CH3:25])([CH3:24])[O:22][CH2:21][CH2:13][O:16][C:5]1[C:4]([O:10][CH3:11])=[CH:3][C:2]([I:1])=[CH:9][C:6]=1[CH:7]=[O:8])([CH3:29])([CH3:28])[CH3:27]. The catalyst class is: 42. (3) Reactant: [NH2:1][C@@H:2]([CH2:33][C:34]1[CH:39]=[CH:38][CH:37]=[CH:36][CH:35]=1)[C@@H:3]([OH:32])[CH2:4][C@@H:5]([NH:19][C:20]([C@@H:22]([NH:27][C:28](=[O:31])[O:29][CH3:30])[C:23]([CH3:26])([CH3:25])[CH3:24])=[O:21])[CH2:6][C:7]1[CH:12]=[CH:11][C:10]([C:13]2[CH:18]=[CH:17][CH:16]=[CH:15][N:14]=2)=[CH:9][CH:8]=1.[CH3:40][C:41]([CH3:63])([CH3:62])[C@H:42]([N:46]1[CH2:50][CH2:49][N:48]([CH2:51][C:52]2[CH:57]=[CH:56][CH:55]=[C:54]([N+:58]([O-:60])=[O:59])[CH:53]=2)[C:47]1=[O:61])[C:43](O)=[O:44].CCOP(ON1N=NC2C=CC=CC=2C1=O)(OCC)=O.C(N(CC)C(C)C)(C)C. Product: [CH3:40][C:41]([CH3:63])([CH3:62])[C@H:42]([N:46]1[CH2:50][CH2:49][N:48]([CH2:51][C:52]2[CH:57]=[CH:56][CH:55]=[C:54]([N+:58]([O-:60])=[O:59])[CH:53]=2)[C:47]1=[O:61])[C:43]([NH:1][C@@H:2]([CH2:33][C:34]1[CH:35]=[CH:36][CH:37]=[CH:38][CH:39]=1)[C@@H:3]([OH:32])[CH2:4][C@@H:5]([NH:19][C:20]([C@@H:22]([NH:27][C:28](=[O:31])[O:29][CH3:30])[C:23]([CH3:26])([CH3:25])[CH3:24])=[O:21])[CH2:6][C:7]1[CH:12]=[CH:11][C:10]([C:13]2[CH:18]=[CH:17][CH:16]=[CH:15][N:14]=2)=[CH:9][CH:8]=1)=[O:44]. The catalyst class is: 1. (4) Reactant: [CH3:1][O:2][C:3]1[CH:4]=[N:5][C:6]2[C:11]([CH:12]=1)=[CH:10][C:9]([CH2:13][C:14](OC(C)(C)C)=O)=[CH:8][CH:7]=2.[Cl:21][C:22]1[N:27]=[N:26][C:25]([NH:28][NH2:29])=[CH:24][CH:23]=1.Cl.[OH-].[Na+]. Product: [Cl:21][C:22]1[CH:23]=[CH:24][C:25]2[N:26]([C:14]([CH2:13][C:9]3[CH:10]=[C:11]4[C:6](=[CH:7][CH:8]=3)[N:5]=[CH:4][C:3]([O:2][CH3:1])=[CH:12]4)=[N:29][N:28]=2)[N:27]=1. The catalyst class is: 34. (5) Reactant: [NH:1]([C:3]1[N:4]=[C:5]2[CH:11]=[CH:10][N:9]([S:12]([C:15]3[CH:21]=[CH:20][C:18]([CH3:19])=[CH:17][CH:16]=3)(=[O:14])=[O:13])[C:6]2=[N:7][CH:8]=1)[NH2:2].[CH2:22]([CH:24]1[CH2:32][C:27]2([O:31][CH2:30][CH2:29][O:28]2)[CH2:26][CH:25]1[C:33](O)=[O:34])[CH3:23].CN(C(ON1N=NC2C=CC=NC1=2)=[N+](C)C)C.F[P-](F)(F)(F)(F)F. Product: [CH2:22]([CH:24]1[CH2:32][C:27]2([O:28][CH2:29][CH2:30][O:31]2)[CH2:26][CH:25]1[C:33]([NH:2][NH:1][C:3]1[N:4]=[C:5]2[CH:11]=[CH:10][N:9]([S:12]([C:15]3[CH:21]=[CH:20][C:18]([CH3:19])=[CH:17][CH:16]=3)(=[O:13])=[O:14])[C:6]2=[N:7][CH:8]=1)=[O:34])[CH3:23]. The catalyst class is: 2.